From a dataset of Ames mutagenicity test results for genotoxicity prediction. Regression/Classification. Given a drug SMILES string, predict its toxicity properties. Task type varies by dataset: regression for continuous values (e.g., LD50, hERG inhibition percentage) or binary classification for toxic/non-toxic outcomes (e.g., AMES mutagenicity, cardiotoxicity, hepatotoxicity). Dataset: ames. (1) The molecule is Cc1ccc(C(C)(C)C)cc1. The result is 0 (non-mutagenic). (2) The compound is C[N+](C)(C)CCNCCc1ccc(N=Nc2ccc([N+](=O)[O-])cc2Cl)cc1. The result is 1 (mutagenic). (3) The drug is O=C(O)c1ccc(O)cc1. The result is 0 (non-mutagenic). (4) The molecule is O=Cc1ccc(Cl)cc1Cl. The result is 0 (non-mutagenic). (5) The molecule is O=C(O)/C=C/c1cccc([N+](=O)[O-])c1. The result is 1 (mutagenic). (6) The drug is O=[N+]([O-])c1ccc2c(c1)CCc1cc3c(cc1-2)CCc1ccccc1-3. The result is 1 (mutagenic). (7) The compound is COc1cccc2c1cc1c3c(cc4c(c32)OCO4)C(=O)N1[C@@H]1O[C@H](CO)[C@@H](O)[C@H](O)[C@H]1O. The result is 0 (non-mutagenic). (8) The molecule is C/C=C1/C[C@H](C)[C@](O)(CO)C(=O)OCC2=CC[N@@+]3([O-])CC[C@@H](OC1=O)[C@@H]23. The result is 0 (non-mutagenic). (9) The molecule is Nc1nc(/C=C\c2ccc([N+](=O)[O-])o2)cs1. The result is 1 (mutagenic). (10) The molecule is CC(=O)OC(C)C. The result is 0 (non-mutagenic).